This data is from Forward reaction prediction with 1.9M reactions from USPTO patents (1976-2016). The task is: Predict the product of the given reaction. (1) The product is: [F:1][C:2]1[C:16]([F:17])=[CH:15][C:5]([O:6][CH2:7][C:8]([OH:10])=[O:9])=[C:4]([OH:18])[CH:3]=1. Given the reactants [F:1][C:2]1[C:16]([F:17])=[CH:15][C:5]([O:6][CH2:7][C:8]([O:10]C(C)(C)C)=[O:9])=[C:4]([O:18]C)[CH:3]=1.[Cl-].[Li+], predict the reaction product. (2) Given the reactants [CH3:1][O:2][C:3]([C@@H:5]1[CH2:18][C@@H:17](Br)[C:16](=[O:20])[C@H:15]2[C@@:6]1([CH3:28])[CH2:7][CH2:8][C@H:9]1[C@:14]2([CH3:21])[CH2:13][C@@H:12]([C:22]2[CH:26]=[CH:25][O:24][CH:23]=2)[O:11][C:10]1=[O:27])=[O:4].[N-:29]=[N+:30]=[N-:31].[Na+].C(O)(=O)C.O, predict the reaction product. The product is: [CH3:1][O:2][C:3]([C@@H:5]1[CH2:18][C@H:17]([N:29]=[N+:30]=[N-:31])[C:16](=[O:20])[C@H:15]2[C@@:6]1([CH3:28])[CH2:7][CH2:8][C@@H:9]1[C@:14]2([CH3:21])[CH2:13][C@@H:12]([C:22]2[CH:26]=[CH:25][O:24][CH:23]=2)[O:11][C:10]1=[O:27])=[O:4]. (3) Given the reactants [Cl:1][C:2]1[CH:7]=[C:6]([C:8]2[O:12][CH:11]=[N:10][CH:9]=2)[C:5]([O:13][CH3:14])=[CH:4][C:3]=1[NH:15][C:16](=[O:30])[C@H:17]([NH:22]C(=O)OC(C)(C)C)[CH2:18][CH:19]([CH3:21])[CH3:20].C(O)(C(F)(F)F)=O, predict the reaction product. The product is: [NH2:22][C@H:17]([CH2:18][CH:19]([CH3:21])[CH3:20])[C:16]([NH:15][C:3]1[CH:4]=[C:5]([O:13][CH3:14])[C:6]([C:8]2[O:12][CH:11]=[N:10][CH:9]=2)=[CH:7][C:2]=1[Cl:1])=[O:30]. (4) Given the reactants [CH:1]1([S:4]([C:8]2[CH:38]=[CH:37][C:11]([CH2:12][NH:13][C:14]([C:16]3[C:21](=[O:22])[C:20]([C:23]4[CH:28]=[CH:27][CH:26]=[C:25]([C:29]([F:32])([F:31])[F:30])[CH:24]=4)=[C:19]([CH3:33])[N:18]([CH:34]([CH3:36])[CH3:35])[CH:17]=3)=[O:15])=[CH:10][CH:9]=2)=[N:5][C:6]#[N:7])[CH2:3][CH2:2]1.ClC1C=C(C=CC=1)C(OO)=[O:44].C(=O)([O-])[O-].[K+].[K+].S([O-])([O-])(=O)=S.[Na+].[Na+], predict the reaction product. The product is: [CH:1]1([S:4]([C:8]2[CH:38]=[CH:37][C:11]([CH2:12][NH:13][C:14]([C:16]3[C:21](=[O:22])[C:20]([C:23]4[CH:28]=[CH:27][CH:26]=[C:25]([C:29]([F:32])([F:31])[F:30])[CH:24]=4)=[C:19]([CH3:33])[N:18]([CH:34]([CH3:36])[CH3:35])[CH:17]=3)=[O:15])=[CH:10][CH:9]=2)(=[N:5][C:6]#[N:7])=[O:44])[CH2:3][CH2:2]1.